This data is from Full USPTO retrosynthesis dataset with 1.9M reactions from patents (1976-2016). The task is: Predict the reactants needed to synthesize the given product. (1) The reactants are: [CH2:1]([NH:8][C:9]([C:11]1([CH3:25])[CH2:20][CH2:19][C:18]2[C:13](=[C:14]([CH3:24])[C:15]([CH3:23])=[C:16]([OH:22])[C:17]=2[CH3:21])[O:12]1)=[O:10])[C:2]1[CH:7]=[CH:6][CH:5]=[CH:4][CH:3]=1.[O:26]=[N+]([O-])[O-].[O-][N+](=O)[O-].[O-][N+](=O)[O-].[O-][N+](=O)[O-].[O-][N+](=O)[O-].[O-][N+](=O)[O-].[Ce+4].[NH4+].[NH4+]. Given the product [CH2:1]([NH:8][C:9](=[O:10])[C:11]([OH:26])([CH3:25])[CH2:20][CH2:19][C:18]1[C:13](=[O:12])[C:14]([CH3:24])=[C:15]([CH3:23])[C:16](=[O:22])[C:17]=1[CH3:21])[C:2]1[CH:7]=[CH:6][CH:5]=[CH:4][CH:3]=1, predict the reactants needed to synthesize it. (2) Given the product [CH:19]1([C:17]([NH:16][C:14]2[N:15]=[C:10]3[CH:9]=[CH:8][C:7]([O:6][C:5]4[CH:22]=[CH:23][C:2]([NH:1][C:38]([C:35]5([C:33]([NH:32][C:29]6[CH:30]=[CH:31][C:26]([F:25])=[CH:27][CH:28]=6)=[O:34])[CH2:37][CH2:36]5)=[O:39])=[C:3]([F:24])[CH:4]=4)=[CH:12][N:11]3[CH:13]=2)=[O:18])[CH2:21][CH2:20]1, predict the reactants needed to synthesize it. The reactants are: [NH2:1][C:2]1[CH:23]=[CH:22][C:5]([O:6][C:7]2[CH:8]=[CH:9][C:10]3[N:11]([CH:13]=[C:14]([NH:16][C:17]([CH:19]4[CH2:21][CH2:20]4)=[O:18])[N:15]=3)[CH:12]=2)=[CH:4][C:3]=1[F:24].[F:25][C:26]1[CH:31]=[CH:30][C:29]([NH:32][C:33]([C:35]2([C:38](O)=[O:39])[CH2:37][CH2:36]2)=[O:34])=[CH:28][CH:27]=1.CN(C(ON1N=NC2C=CC=NC1=2)=[N+](C)C)C.F[P-](F)(F)(F)(F)F.C(N(CC)C(C)C)(C)C.C(=O)([O-])O.[Na+]. (3) Given the product [CH3:1][O:2][C:3]1[C:4](=[O:29])[C:5]([CH3:28])=[C:6]([CH2:12][C:13]2[CH:14]=[CH:15][C:16]([C:22]3[CH:23]=[CH:24][CH:25]=[CH:26][CH:27]=3)=[C:17]([CH:21]=2)[C:18]([N:30]2[CH2:35][CH2:34][CH2:33][CH2:32][CH2:31]2)=[O:19])[C:7](=[O:11])[C:8]=1[O:9][CH3:10], predict the reactants needed to synthesize it. The reactants are: [CH3:1][O:2][C:3]1[C:4](=[O:29])[C:5]([CH3:28])=[C:6]([CH2:12][C:13]2[CH:14]=[CH:15][C:16]([C:22]3[CH:27]=[CH:26][CH:25]=[CH:24][CH:23]=3)=[C:17]([CH:21]=2)[C:18](O)=[O:19])[C:7](=[O:11])[C:8]=1[O:9][CH3:10].[NH:30]1[CH2:35][CH2:34][CH2:33][CH2:32][CH2:31]1.CCN=C=NCCCN(C)C.Cl. (4) Given the product [F:1][C:2]([F:13])([F:12])[C:3]1[CH:24]=[CH:7][C:6]([C:15]2[N:20]=[C:19]([CH:21]=[O:22])[CH:18]=[CH:17][CH:16]=2)=[CH:5][CH:4]=1, predict the reactants needed to synthesize it. The reactants are: [F:1][C:2]([F:13])([F:12])[C:3]1N=[CH:7][C:6](B(O)O)=[CH:5][CH:4]=1.Br[C:15]1[N:20]=[C:19]([CH:21]=[O:22])[CH:18]=[CH:17][CH:16]=1.Br[C:24]1N=C(C=O)C(F)=CC=1. (5) Given the product [S:3]1[C:7]2[CH2:8][CH2:9][CH:10]([C:12]([OH:14])=[O:13])[CH2:11][C:6]=2[N:5]=[CH:4]1, predict the reactants needed to synthesize it. The reactants are: [OH-].[Na+].[S:3]1[C:7]2[CH2:8][CH2:9][CH:10]([C:12]([O:14]CC)=[O:13])[CH2:11][C:6]=2[N:5]=[CH:4]1. (6) Given the product [C:1]([C:5]1[CH:6]=[C:7]([CH:12]=[C:13]([O:15][CH2:17][CH2:18][CH2:19][O:20][CH:21]2[CH2:26][CH2:25][CH2:24][CH2:23][O:22]2)[CH:14]=1)[C:8]([O:10][CH3:11])=[O:9])([CH3:4])([CH3:2])[CH3:3], predict the reactants needed to synthesize it. The reactants are: [C:1]([C:5]1[CH:6]=[C:7]([CH:12]=[C:13]([OH:15])[CH:14]=1)[C:8]([O:10][CH3:11])=[O:9])([CH3:4])([CH3:3])[CH3:2].Br[CH2:17][CH2:18][CH2:19][O:20][CH:21]1[CH2:26][CH2:25][CH2:24][CH2:23][O:22]1.[H-].[Na+]. (7) Given the product [CH2:16]([N:10]1[CH:9]=[CH:8][CH:7]=[C:3]([C:4]([OH:6])=[O:5])[C:2]1=[O:1])[CH2:17][CH2:18][CH3:19], predict the reactants needed to synthesize it. The reactants are: [OH:1][C:2]1[N:10]=[CH:9][CH:8]=[CH:7][C:3]=1[C:4]([OH:6])=[O:5].[OH-].[K+].CO.I[CH2:16][CH2:17][CH2:18][CH3:19]. (8) Given the product [C:19]1([C:51]2[CH:52]=[CH:53][CH:54]=[CH:55][CH:56]=2)[CH:24]=[CH:23][C:22]([CH2:25][O:26][C:27]2[CH:28]=[CH:29][C:30]([CH2:33][CH2:34][CH2:35][O:36][C:37]3[CH:45]=[CH:44][C:43]([C:46]([O:48][CH2:49][CH3:50])=[O:47])=[CH:42][C:38]=3[C:39]([N:58]3[CH2:63][CH2:62][CH:61]([C:64]([O:66][CH3:67])=[O:65])[CH2:60][CH2:59]3)=[O:41])=[CH:31][CH:32]=2)=[CH:21][CH:20]=1, predict the reactants needed to synthesize it. The reactants are: O.ON1C2C=CC=CC=2N=N1.C(N(CC)CC)C.[C:19]1([C:51]2[CH:56]=[CH:55][CH:54]=[CH:53][CH:52]=2)[CH:24]=[CH:23][C:22]([CH2:25][O:26][C:27]2[CH:32]=[CH:31][C:30]([CH2:33][CH2:34][CH2:35][O:36][C:37]3[CH:45]=[CH:44][C:43]([C:46]([O:48][CH2:49][CH3:50])=[O:47])=[CH:42][C:38]=3[C:39]([OH:41])=O)=[CH:29][CH:28]=2)=[CH:21][CH:20]=1.Cl.[NH:58]1[CH2:63][CH2:62][CH:61]([C:64]([O:66][CH3:67])=[O:65])[CH2:60][CH2:59]1. (9) Given the product [Cl:13][C:14]1[CH:28]=[CH:27][C:17]([CH2:18][O:19][Si:20]([C:23]([CH3:24])([CH3:25])[CH3:26])([CH3:22])[CH3:21])=[C:16]([F:29])[C:15]=1[I:30], predict the reactants needed to synthesize it. The reactants are: C(NC(C)C)(C)C.C([Li])CCC.[Cl:13][C:14]1[CH:28]=[CH:27][C:17]([CH2:18][O:19][Si:20]([C:23]([CH3:26])([CH3:25])[CH3:24])([CH3:22])[CH3:21])=[C:16]([F:29])[CH:15]=1.[I:30]I.